Dataset: NCI-60 drug combinations with 297,098 pairs across 59 cell lines. Task: Regression. Given two drug SMILES strings and cell line genomic features, predict the synergy score measuring deviation from expected non-interaction effect. (1) Drug 1: COC1=C(C=C2C(=C1)N=CN=C2NC3=CC(=C(C=C3)F)Cl)OCCCN4CCOCC4. Drug 2: C(CCl)NC(=O)N(CCCl)N=O. Cell line: EKVX. Synergy scores: CSS=28.5, Synergy_ZIP=3.78, Synergy_Bliss=3.92, Synergy_Loewe=-6.76, Synergy_HSA=1.29. (2) Drug 1: CN1C(=O)N2C=NC(=C2N=N1)C(=O)N. Drug 2: CC1=C(C(=O)C2=C(C1=O)N3CC4C(C3(C2COC(=O)N)OC)N4)N. Cell line: SF-539. Synergy scores: CSS=54.0, Synergy_ZIP=7.33, Synergy_Bliss=7.08, Synergy_Loewe=-23.2, Synergy_HSA=9.04. (3) Drug 1: CS(=O)(=O)C1=CC(=C(C=C1)C(=O)NC2=CC(=C(C=C2)Cl)C3=CC=CC=N3)Cl. Drug 2: C1=NNC2=C1C(=O)NC=N2. Cell line: SN12C. Synergy scores: CSS=1.25, Synergy_ZIP=-0.156, Synergy_Bliss=-0.0280, Synergy_Loewe=-2.11, Synergy_HSA=-0.876. (4) Drug 1: C1=CC(=C2C(=C1NCCNCCO)C(=O)C3=C(C=CC(=C3C2=O)O)O)NCCNCCO. Drug 2: CCC1(CC2CC(C3=C(CCN(C2)C1)C4=CC=CC=C4N3)(C5=C(C=C6C(=C5)C78CCN9C7C(C=CC9)(C(C(C8N6C)(C(=O)OC)O)OC(=O)C)CC)OC)C(=O)OC)O.OS(=O)(=O)O. Cell line: SF-295. Synergy scores: CSS=66.3, Synergy_ZIP=3.93, Synergy_Bliss=4.09, Synergy_Loewe=6.03, Synergy_HSA=8.54.